This data is from Catalyst prediction with 721,799 reactions and 888 catalyst types from USPTO. The task is: Predict which catalyst facilitates the given reaction. (1) Reactant: C([O:3][C:4](=[O:36])[CH:5]([C:13]1[N:14]([CH3:35])[C:15]2[C:20]([C:21]=1[S:22][C:23]([CH3:26])([CH3:25])[CH3:24])=[CH:19][C:18]([O:27][CH2:28][C:29]1[CH:34]=[CH:33][CH:32]=[CH:31][N:30]=1)=[CH:17][CH:16]=2)[CH2:6][C:7]1[CH:12]=[CH:11][CH:10]=[CH:9][CH:8]=1)C.[Li+].[OH-]. Product: [C:23]([S:22][C:21]1[C:20]2[C:15](=[CH:16][CH:17]=[C:18]([O:27][CH2:28][C:29]3[CH:34]=[CH:33][CH:32]=[CH:31][N:30]=3)[CH:19]=2)[N:14]([CH3:35])[C:13]=1[CH:5]([CH2:6][C:7]1[CH:8]=[CH:9][CH:10]=[CH:11][CH:12]=1)[C:4]([OH:36])=[O:3])([CH3:26])([CH3:24])[CH3:25]. The catalyst class is: 5. (2) Reactant: [F:1][C:2]([F:22])([F:21])[C:3](=[O:20])[CH2:4][C:5]([CH3:19])([C:7]1[CH:12]=[CH:11][CH:10]=[C:9]([C:13]2([CH3:18])[O:17][CH2:16][CH2:15][O:14]2)[CH:8]=1)[CH3:6].[Na].[I-].[CH3:25][S+](C)(C)=O. Product: [CH3:19][C:5]([C:7]1[CH:8]=[C:9]([C:13]2([CH3:18])[O:14][CH2:15][CH2:16][O:17]2)[CH:10]=[CH:11][CH:12]=1)([CH3:6])[CH2:4][C:3]1([C:2]([F:1])([F:21])[F:22])[CH2:25][O:20]1. The catalyst class is: 16. (3) Reactant: [Li+].[OH-].C[O:4][C:5](=[O:26])[CH:6]=[CH:7][C:8]1[CH:9]=[C:10]2[C:14](=[CH:15][CH:16]=1)[N:13]([S:17]([C:20]1[CH:25]=[CH:24][CH:23]=[CH:22][CH:21]=1)(=[O:19])=[O:18])[CH2:12][CH2:11]2. Product: [C:20]1([S:17]([N:13]2[C:14]3[C:10](=[CH:9][C:8]([CH:7]=[CH:6][C:5]([OH:26])=[O:4])=[CH:16][CH:15]=3)[CH2:11][CH2:12]2)(=[O:19])=[O:18])[CH:21]=[CH:22][CH:23]=[CH:24][CH:25]=1. The catalyst class is: 12. (4) Reactant: [CH3:1][O:2][C:3](=[O:23])[C:4]1[CH:9]=[C:8]([CH:10]=O)[CH:7]=[C:6]([Br:12])[C:5]=1[O:13][CH2:14][C:15]1[CH:20]=[CH:19][CH:18]=[C:17]([O:21][CH3:22])[CH:16]=1.[CH3:24]/[C:25](/[NH2:29])=[CH:26]\[C:27]#[N:28].[CH2:30]([CH:33]1[CH2:38][C:37](=[O:39])[CH2:36][C:35](=O)[CH2:34]1)[CH2:31][CH3:32]. Product: [CH3:1][O:2][C:3](=[O:23])[C:4]1[CH:9]=[C:8]([CH:10]2[C:36]3[C:37](=[O:39])[CH2:38][CH:33]([CH2:30][CH2:31][CH3:32])[CH2:34][C:35]=3[NH:29][C:25]([CH3:24])=[C:26]2[C:27]#[N:28])[CH:7]=[C:6]([Br:12])[C:5]=1[O:13][CH2:14][C:15]1[CH:20]=[CH:19][CH:18]=[C:17]([O:21][CH3:22])[CH:16]=1. The catalyst class is: 8. (5) Reactant: [C:1]([O:5][C:6]([C:8]1[C:17]([NH2:18])=[CH:16][C:15]2[C:10](=[CH:11][C:12]([O:28][CH3:29])=[C:13]([O:19][CH2:20][CH2:21][N:22]3[CH2:27][CH2:26][O:25][CH2:24][CH2:23]3)[CH:14]=2)[CH:9]=1)=[O:7])([CH3:4])([CH3:3])[CH3:2].CO[CH:32](OC)[N:33]([CH3:35])[CH3:34]. Product: [C:1]([O:5][C:6]([C:8]1[C:17]([N:18]=[CH:32][N:33]([CH3:35])[CH3:34])=[CH:16][C:15]2[C:10](=[CH:11][C:12]([O:28][CH3:29])=[C:13]([O:19][CH2:20][CH2:21][N:22]3[CH2:23][CH2:24][O:25][CH2:26][CH2:27]3)[CH:14]=2)[CH:9]=1)=[O:7])([CH3:4])([CH3:3])[CH3:2]. The catalyst class is: 11. (6) Reactant: [F:1][C:2]1[CH:7]=[CH:6][C:5]([CH2:8][C:9]([NH:11][C:12]([NH:14][C:15]2[CH:20]=[CH:19][C:18]([N+:21]([O-])=O)=[CH:17][CH:16]=2)=[O:13])=[O:10])=[CH:4][CH:3]=1.[H][H]. Product: [NH2:21][C:18]1[CH:19]=[CH:20][C:15]([NH:14][C:12]([NH:11][C:9](=[O:10])[CH2:8][C:5]2[CH:6]=[CH:7][C:2]([F:1])=[CH:3][CH:4]=2)=[O:13])=[CH:16][CH:17]=1. The catalyst class is: 78. (7) Reactant: [N:1]1[C:10]2[C:5](=[CH:6][C:7]([C:11]3([C:14]4[N:18]5[N:19]=[C:20]([C:23]6[CH:31]=[CH:30][C:26]([C:27]([OH:29])=O)=[CH:25][CH:24]=6)[CH:21]=[N:22][C:17]5=[N:16][N:15]=4)[CH2:13][CH2:12]3)=[CH:8][CH:9]=2)[CH:4]=[CH:3][CH:2]=1.[N:32]1[CH:37]=[CH:36][CH:35]=[CH:34][C:33]=1[CH2:38][NH2:39].F[P-](F)(F)(F)(F)F.N1(O[P+](N(C)C)(N(C)C)N(C)C)C2C=CC=CC=2N=N1.C(N(CC)C(C)C)(C)C. Product: [N:32]1[CH:37]=[CH:36][CH:35]=[CH:34][C:33]=1[CH2:38][NH:39][C:27](=[O:29])[C:26]1[CH:25]=[CH:24][C:23]([C:20]2[CH:21]=[N:22][C:17]3[N:18]([C:14]([C:11]4([C:7]5[CH:6]=[C:5]6[C:10](=[CH:9][CH:8]=5)[N:1]=[CH:2][CH:3]=[CH:4]6)[CH2:12][CH2:13]4)=[N:15][N:16]=3)[N:19]=2)=[CH:31][CH:30]=1. The catalyst class is: 121.